Dataset: Reaction yield outcomes from USPTO patents with 853,638 reactions. Task: Predict the reaction yield, written as a fraction of the theoretical maximum amount of product (1.0 means a 100% yield; for example, 0.34 means a 34% yield). (1) The reactants are [CH3:1][C:2]1[N:7]=[C:6]([CH2:8][CH2:9][CH3:10])[NH:5][C:4](=[O:11])[C:3]=1[CH2:12][CH:13]1[CH2:18][CH2:17][CH2:16][CH2:15][O:14]1.Br[CH2:20][C:21]1[CH:26]=[CH:25][C:24]([C:27]2[CH:32]=[CH:31][CH:30]=[CH:29][C:28]=2[C:33]2[N:37]=[C:36](C(Cl)(Cl)Cl)[O:35][N:34]=2)=[CH:23][CH:22]=1.C(=O)([O-])[O-:43].[K+].[K+]. The catalyst is C(#N)C.C(OCC)(=O)C. The product is [CH3:1][C:2]1[N:7]=[C:6]([CH2:8][CH2:9][CH3:10])[N:5]([CH2:20][C:21]2[CH:26]=[CH:25][C:24]([C:27]3[CH:32]=[CH:31][CH:30]=[CH:29][C:28]=3[C:33]3[NH:37][C:36](=[O:43])[O:35][N:34]=3)=[CH:23][CH:22]=2)[C:4](=[O:11])[C:3]=1[CH2:12][CH:13]1[CH2:18][CH2:17][CH2:16][CH2:15][O:14]1. The yield is 0.170. (2) The reactants are [NH2:1][C:2]1[CH:3]=[N:4][CH:5]=[CH:6][CH:7]=1.[Li+].CC([N-]C(C)C)C.Cl[C:17]1[N:22]=[C:21]([N:23]2[CH2:28][CH2:27][O:26][CH2:25][CH2:24]2)[N:20]=[C:19]([N:29]2[C:33]3[CH:34]=[CH:35][CH:36]=[CH:37][C:32]=3[N:31]=[C:30]2[S:38][CH3:39])[N:18]=1.CC(O)=O. The yield is 0.780. The catalyst is C1COCC1.O. The product is [CH3:39][S:38][C:30]1[N:29]([C:19]2[N:20]=[C:21]([N:23]3[CH2:28][CH2:27][O:26][CH2:25][CH2:24]3)[N:22]=[C:17]([NH:1][C:2]3[CH:3]=[N:4][CH:5]=[CH:6][CH:7]=3)[N:18]=2)[C:33]2[CH:34]=[CH:35][CH:36]=[CH:37][C:32]=2[N:31]=1. (3) The yield is 0.550. No catalyst specified. The product is [C:20]([OH:24])(=[O:19])[CH3:21].[O:19]1[CH:20]=[CH:21][CH:22]=[C:18]1[C:8]1([C:4]2[CH:3]=[C:2]([C:29]3[CH:28]=[CH:27][CH:26]=[C:25]([O:24][CH3:23])[CH:30]=3)[CH:7]=[CH:6][CH:5]=2)[C:12]2=[N:13][CH2:14][CH2:15][CH2:16][N:11]2[C:10]([NH2:17])=[N:9]1. The reactants are Br[C:2]1[CH:3]=[C:4]([C:8]2([C:18]3[O:19][CH:20]=[CH:21][CH:22]=3)[C:12]3=[N:13][CH2:14][CH2:15][CH2:16][N:11]3[C:10]([NH2:17])=[N:9]2)[CH:5]=[CH:6][CH:7]=1.[CH3:23][O:24][C:25]1[CH:26]=[C:27](B(O)O)[CH:28]=[CH:29][CH:30]=1. (4) The reactants are [NH2:1][OH:2].[C:3]([OH:11])(=[O:10])[C:4]1[CH:9]=[CH:8][CH:7]=[CH:6][CH:5]=1. The catalyst is C1(C)C=CC=CC=1.CC(C)=O. The product is [C:3]([OH:11])(=[O:10])[C:4]1[CH:9]=[CH:8][CH:7]=[CH:6][CH:5]=1.[NH2:1][OH:2]. The yield is 0.658. (5) The reactants are [Cl:1][C:2]1[CH:3]=[N:4][CH:5]=[C:6]([Cl:21])[C:7]=1[CH2:8][C@@H:9]([C:11]1[CH:16]=[CH:15][C:14]([O:17][CH3:18])=[C:13]([O:19][CH3:20])[CH:12]=1)[OH:10].C(OCC)(=[O:24])C. No catalyst specified. The product is [Cl:21][C:6]1[CH:5]=[N+:4]([O-:24])[CH:3]=[C:2]([Cl:1])[C:7]=1[CH2:8][C@@H:9]([C:11]1[CH:16]=[CH:15][C:14]([O:17][CH3:18])=[C:13]([O:19][CH3:20])[CH:12]=1)[OH:10]. The yield is 0.410. (6) The reactants are [CH3:1][O:2][C:3]1[CH:4]=[C:5]2[C:10](=[CH:11][C:12]=1[O:13][CH2:14][CH2:15][O:16][CH3:17])[N:9]=[CH:8][N:7]=[C:6]2[O:18][C:19]1[CH:20]=[C:21]([CH:23]=[CH:24][CH:25]=1)[NH2:22].[CH:26]([C:29]1[O:33][N:32]=[C:31]([NH:34][C:35](=O)[O:36]C2C=CC=CC=2)[CH:30]=1)([CH3:28])[CH3:27]. No catalyst specified. The product is [CH:26]([C:29]1[O:33][N:32]=[C:31]([NH:34][C:35]([NH:22][C:21]2[CH:23]=[CH:24][CH:25]=[C:19]([O:18][C:6]3[C:5]4[C:10](=[CH:11][C:12]([O:13][CH2:14][CH2:15][O:16][CH3:17])=[C:3]([O:2][CH3:1])[CH:4]=4)[N:9]=[CH:8][N:7]=3)[CH:20]=2)=[O:36])[CH:30]=1)([CH3:28])[CH3:27]. The yield is 0.470. (7) The reactants are C[O:2][C:3]([C:5]1[N:13]=[C:12]([N:14]2[C:18]3[CH:19]=[CH:20][CH:21]=[CH:22][C:17]=3[N:16]=[CH:15]2)[N:11]=[C:10]2[C:6]=1[NH:7][C:8](=[O:31])[N:9]2[C:23]1[CH:28]=[CH:27][CH:26]=[CH:25][C:24]=1[O:29][CH3:30])=O.[NH2:32]C1C(C(OC)=O)=NC(N2C3C=CC=CC=3N=C2)=NC=1NC1C=CC=CC=1OC.C(N1C=CN=C1)(N1C=CN=C1)=O. The catalyst is ClCCl. The product is [N:14]1([C:12]2[N:11]=[C:10]3[C:6]([NH:7][C:8](=[O:31])[N:9]3[C:23]3[CH:28]=[CH:27][CH:26]=[CH:25][C:24]=3[O:29][CH3:30])=[C:5]([C:3]([NH2:32])=[O:2])[N:13]=2)[C:18]2[CH:19]=[CH:20][CH:21]=[CH:22][C:17]=2[N:16]=[CH:15]1. The yield is 0.620. (8) The reactants are [F:1][C:2]1[CH:7]=[CH:6][C:5]([C:8]2[CH:13]=[CH:12][C:11]([CH:14]([C:18]3[CH:23]=[CH:22][CH:21]=[CH:20][CH:19]=3)[C:15](O)=[O:16])=[CH:10][CH:9]=2)=[CH:4][CH:3]=1.F[P-](F)(F)(F)(F)F.[N:31]1([O:40][P+](N(C)C)(N(C)C)N(C)C)C2C=CC=CC=2N=N1.Cl.NO.C(N(CC)CC)C. The catalyst is N1C=CC=CC=1. The product is [F:1][C:2]1[CH:7]=[CH:6][C:5]([C:8]2[CH:13]=[CH:12][C:11]([CH:14]([C:18]3[CH:23]=[CH:22][CH:21]=[CH:20][CH:19]=3)[C:15]([NH:31][OH:40])=[O:16])=[CH:10][CH:9]=2)=[CH:4][CH:3]=1. The yield is 0.480. (9) The reactants are [C:1]([C:4]1[C:12]2[C:7](=[C:8]3[CH2:15][CH2:14][O:13][C:9]3=[CH:10][CH:11]=2)[NH:6][CH:5]=1)(=O)[CH3:2].B.CC(C)=O. The catalyst is O1CCCC1. The product is [CH2:1]([C:4]1[C:12]2[C:7](=[C:8]3[CH2:15][CH2:14][O:13][C:9]3=[CH:10][CH:11]=2)[NH:6][CH:5]=1)[CH3:2]. The yield is 0.450.